This data is from Full USPTO retrosynthesis dataset with 1.9M reactions from patents (1976-2016). The task is: Predict the reactants needed to synthesize the given product. (1) Given the product [C:20]([O:24][C:25]([N:27]1[CH2:32][CH2:31][CH:30]([O:33][C:44]2[CH:43]=[C:42]3[C:37]([CH:38]=[N:39][C:40]([S:46][CH3:47])=[N:41]3)=[CH:36][C:35]=2[Br:34])[CH2:29][CH2:28]1)=[O:26])([CH3:23])([CH3:21])[CH3:22], predict the reactants needed to synthesize it. The reactants are: C1(P(C2C=CC=CC=2)C2C=CC=CC=2)C=CC=CC=1.[C:20]([O:24][C:25]([N:27]1[CH2:32][CH2:31][CH:30]([OH:33])[CH2:29][CH2:28]1)=[O:26])([CH3:23])([CH3:22])[CH3:21].[Br:34][C:35]1[CH:36]=[C:37]2[C:42](=[CH:43][C:44]=1O)[N:41]=[C:40]([S:46][CH3:47])[N:39]=[CH:38]2. (2) Given the product [CH2:36]([O:35][C:28]1[C:27]([CH2:26][N:9]2[CH2:8][CH2:7][C:6]3[C:11](=[C:2]([CH3:1])[C:3]([O:19][CH:20]([CH3:22])[CH3:21])=[CH:4][C:5]=3[C:13]3[CH:14]=[N:15][N:16]([CH3:18])[CH:17]=3)[C:10]2=[O:12])=[C:32]([CH3:33])[CH:31]=[C:30]([CH3:29])[N:62]=1)[C:37]1[CH:42]=[CH:41][CH:40]=[CH:39][CH:38]=1, predict the reactants needed to synthesize it. The reactants are: [CH3:1][C:2]1[C:3]([O:19][CH:20]([CH3:22])[CH3:21])=[CH:4][C:5]([C:13]2[CH:14]=[N:15][N:16]([CH3:18])[CH:17]=2)=[C:6]2[C:11]=1[C:10](=[O:12])[NH:9][CH2:8][CH2:7]2.[H-].[Na+].Cl[CH2:26][C:27]1[C:32]([CH3:33])=[CH:31][C:30](C)=[CH:29][C:28]=1[O:35][CH2:36][C:37]1[C:42](C2(OCC3C=CC=CC=3)C=C(C)C=C(C)C2CCl)=[CH:41][CH:40]=[CH:39][CH:38]=1.C[N:62](C=O)C. (3) Given the product [OH:30][CH2:29]/[CH:28]=[C:17]1\[CH2:16][C@@H:15]2[C@@H:25]([C@:23]3([CH3:24])[CH:18]\1[CH2:19][C:20](=[O:51])[CH2:21][CH2:22]3)[CH2:26][CH2:27][C@@:4]1([CH3:5])[C@H:6]2[CH2:7][CH2:8][C:3]1=[O:12], predict the reactants needed to synthesize it. The reactants are: C1CO[C:8]23OCC[O:12][C:3]2([C@:4]2([CH2:27][CH2:26][C@H:25]4[C@@H:15]([CH2:16]/[C:17](=[CH:28]\[CH2:29][OH:30])/[CH:18]5[C@:23]4([CH3:24])[CH2:22][CH2:21][CH2:20][CH2:19]5)[C@@H:6]2[CH2:7]3)[CH3:5])O1.C([C@@H]1C2[C@](C)(CCC(=[O:51])C2)[C@@H]2[C@H]([C@H]3[C@@](CC2)(C)C(=O)CC3)C1)#N. (4) Given the product [OH:1][C@@:2]([C@@:11]1([CH3:27])[O:16][CH2:15][CH2:14][NH:13][C:12]1=[O:26])([CH3:10])[C:3]([O:5][C:6]([CH3:7])([CH3:8])[CH3:9])=[O:4], predict the reactants needed to synthesize it. The reactants are: [OH:1][C@@:2]([C@@:11]1([CH3:27])[O:16][CH2:15][CH2:14][N:13](CC2C=CC(OC)=CC=2)[C:12]1=[O:26])([CH3:10])[C:3]([O:5][C:6]([CH3:9])([CH3:8])[CH3:7])=[O:4].O=[N+]([O-])[O-].[O-][N+](=O)[O-].[O-][N+](=O)[O-].[O-][N+](=O)[O-].[O-][N+](=O)[O-].[O-][N+](=O)[O-].[Ce+4].[NH4+].[NH4+].C([O-])(O)=O.[Na+]. (5) The reactants are: [CH2:1]([O:3][C:4]([C:6]1[C:10]2=[N:11][CH:12]=[CH:13][C:14](Cl)=[C:9]2[NH:8][C:7]=1[CH3:16])=[O:5])[CH3:2].[CH:17]1([CH2:20][O:21][C:22]2[CH:27]=[C:26]([F:28])[C:25]([O:29][CH3:30])=[CH:24][C:23]=2B2OC(C)(C)C(C)(C)O2)[CH2:19][CH2:18]1. Given the product [CH:17]1([CH2:20][O:21][C:22]2[CH:27]=[C:26]([F:28])[C:25]([O:29][CH3:30])=[CH:24][C:23]=2[C:14]2[CH:13]=[CH:12][N:11]=[C:10]3[C:6]([C:4]([O:3][CH2:1][CH3:2])=[O:5])=[C:7]([CH3:16])[NH:8][C:9]=23)[CH2:18][CH2:19]1, predict the reactants needed to synthesize it. (6) Given the product [C:1]([C:3]1[CH:4]=[C:5]([N:9]([CH2:14][C:15]2[CH:20]=[CH:19][CH:18]=[C:17]([I:21])[CH:16]=2)[C:10](=[O:13])[CH2:11][CH3:12])[CH:6]=[C:7]([F:30])[CH:8]=1)#[N:2], predict the reactants needed to synthesize it. The reactants are: [C:1]([C:3]1[CH:4]=[C:5]([N:9]([CH2:14][C:15]2[CH:20]=[CH:19][CH:18]=[C:17]([I:21])[CH:16]=2)[C:10](=[O:13])[CH2:11][CH3:12])[CH:6]=[CH:7][CH:8]=1)#[N:2].C(C1C=C(NC(=O)CC)C=C([F:30])C=1)#N.IC1C=C(C=CC=1)CBr. (7) Given the product [CH2:1]([O:3][C:4](=[O:18])[CH:5]([O:15][CH2:16][CH3:17])[CH2:6][C:7]1[CH:12]=[CH:11][C:10]([O:13][CH2:20][C:21]2[N:22]=[C:23]([C:26]3[CH:27]=[CH:28][CH:29]=[CH:30][CH:31]=3)[O:24][CH:25]=2)=[C:9]([CH3:14])[CH:8]=1)[CH3:2], predict the reactants needed to synthesize it. The reactants are: [CH2:1]([O:3][C:4](=[O:18])[CH:5]([O:15][CH2:16][CH3:17])[CH2:6][C:7]1[CH:12]=[CH:11][C:10]([OH:13])=[C:9]([CH3:14])[CH:8]=1)[CH3:2].Cl[CH2:20][C:21]1[N:22]=[C:23]([C:26]2[CH:31]=[CH:30][CH:29]=[CH:28][CH:27]=2)[O:24][CH:25]=1.[H-].[Na+].